This data is from Peptide-MHC class I binding affinity with 185,985 pairs from IEDB/IMGT. The task is: Regression. Given a peptide amino acid sequence and an MHC pseudo amino acid sequence, predict their binding affinity value. This is MHC class I binding data. (1) The peptide sequence is HPVLVTATL. The MHC is HLA-A66:01 with pseudo-sequence HLA-A66:01. The binding affinity (normalized) is 0.213. (2) The peptide sequence is LMANLAPHL. The MHC is HLA-A01:01 with pseudo-sequence HLA-A01:01. The binding affinity (normalized) is 0.195. (3) The peptide sequence is SMRSRARHI. The MHC is HLA-B35:01 with pseudo-sequence HLA-B35:01. The binding affinity (normalized) is 0.0847.